Task: Predict the product of the given reaction.. Dataset: Forward reaction prediction with 1.9M reactions from USPTO patents (1976-2016) (1) Given the reactants [CH3:1][O:2][C:3]1[CH:8]=[CH:7][C:6]([CH3:9])=[CH:5][C:4]=1[S:10]([Cl:13])(=[O:12])=[O:11].[N:14]1C=CC=CC=1.[NH2:20][C:21]1[CH:22]=[C:23]([N:30]2[CH2:35][CH2:34][CH:33](NC(=O)OC(C)(C)C)[CH2:32][CH2:31]2)[C:24]2[O:28][CH:27]=[CH:26][C:25]=2[CH:29]=1, predict the reaction product. The product is: [ClH:13].[NH2:14][CH:35]1[CH2:34][CH2:33][CH2:32][CH2:31][N:30]1[C:23]1[C:24]2[O:28][CH:27]=[CH:26][C:25]=2[CH:29]=[C:21]([NH:20][S:10]([C:4]2[CH:5]=[C:6]([CH3:9])[CH:7]=[CH:8][C:3]=2[O:2][CH3:1])(=[O:12])=[O:11])[CH:22]=1. (2) Given the reactants [Br:1][C:2]1[CH:7]=[CH:6][C:5](I)=[C:4]([CH3:9])[CH:3]=1.[CH2:10]([OH:13])[CH:11]=[CH2:12].C(=O)(O)[O-].[Na+], predict the reaction product. The product is: [Br:1][C:2]1[CH:7]=[CH:6][C:5]([CH2:12][CH2:11][CH:10]=[O:13])=[C:4]([CH3:9])[CH:3]=1.